This data is from Forward reaction prediction with 1.9M reactions from USPTO patents (1976-2016). The task is: Predict the product of the given reaction. (1) Given the reactants [CH3:1][O:2][C:3]1[C:4]([CH3:18])=[C:5]2[C:10](=[CH:11][C:12]=1[CH3:13])[NH:9][C:8]1([CH2:16][CH2:15][CH2:14]1)[CH2:7][C:6]2=[O:17].[BH4-].[Na+], predict the reaction product. The product is: [CH3:1][O:2][C:3]1[C:4]([CH3:18])=[C:5]2[C:10](=[CH:11][C:12]=1[CH3:13])[NH:9][C:8]1([CH2:14][CH2:15][CH2:16]1)[CH2:7][CH:6]2[OH:17]. (2) Given the reactants [CH2:1]([C:5]1([CH2:30][CH2:31][CH2:32][CH3:33])[C:14]2[C:9](=[CH:10][C:11]([F:15])=[CH:12][CH:13]=2)[C:8]([OH:16])=[C:7]([C:17]2[NH:22][C:21]3[CH:23]=[CH:24][CH:25]=[CH:26][C:20]=3[S:19](=[O:28])(=[O:27])[N:18]=2)[C:6]1=[O:29])[CH2:2][CH2:3][CH3:4].[OH-].[Na+:35], predict the reaction product. The product is: [CH2:1]([C:5]1([CH2:30][CH2:31][CH2:32][CH3:33])[C:14]2[C:9](=[CH:10][C:11]([F:15])=[CH:12][CH:13]=2)[C:8]([O-:16])=[C:7]([C:17]2[NH:22][C:21]3[CH:23]=[CH:24][CH:25]=[CH:26][C:20]=3[S:19](=[O:27])(=[O:28])[N:18]=2)[C:6]1=[O:29])[CH2:2][CH2:3][CH3:4].[Na+:35]. (3) Given the reactants [Br:1][CH2:2][CH2:3][CH2:4][CH2:5][C:6]([OH:8])=[O:7].O[N:10]1[C:14](=[O:15])[CH2:13][CH2:12][C:11]1=[O:16].CC[N+](CCCN(C)C)=C=N, predict the reaction product. The product is: [Br:1][CH2:2][CH2:3][CH2:4][CH2:5][C:6]([O:8][N:10]1[C:14](=[O:15])[CH2:13][CH2:12][C:11]1=[O:16])=[O:7]. (4) Given the reactants [Cl:1][CH2:2][C:3]([C:5]1[CH:10]=[CH:9][C:8]([Cl:11])=[CH:7][CH:6]=1)=[O:4].C(O)=O.C(N(CC)CC)C.Cl, predict the reaction product. The product is: [Cl:1][CH2:2][CH:3]([C:5]1[CH:10]=[CH:9][C:8]([Cl:11])=[CH:7][CH:6]=1)[OH:4]. (5) Given the reactants [Cl:1][C:2]1[N:7]=[C:6](Cl)[C:5]([C:9]([O:11][CH2:12][CH3:13])=[O:10])=[CH:4][N:3]=1.[CH:14]1([C:17]2[NH:21][N:20]=[C:19]([NH2:22])[CH:18]=2)[CH2:16][CH2:15]1, predict the reaction product. The product is: [Cl:1][C:2]1[N:7]=[C:6]([NH:22][C:19]2[CH:18]=[C:17]([CH:14]3[CH2:16][CH2:15]3)[NH:21][N:20]=2)[C:5]([C:9]([O:11][CH2:12][CH3:13])=[O:10])=[CH:4][N:3]=1. (6) Given the reactants [C:1](=O)([O-])[O-].[Na+].[Na+].[F:7][C:8]1[C:16]([S:17]([OH:19])=[O:18])=[CH:15][CH:14]=[C:13]([F:20])[C:9]=1[C:10]([OH:12])=[O:11].CI, predict the reaction product. The product is: [F:7][C:8]1[C:16]([S:17]([CH3:1])(=[O:19])=[O:18])=[CH:15][CH:14]=[C:13]([F:20])[C:9]=1[C:10]([OH:12])=[O:11].